From a dataset of Forward reaction prediction with 1.9M reactions from USPTO patents (1976-2016). Predict the product of the given reaction. (1) Given the reactants [S:1]1[C:5]2[CH:6]=[CH:7][CH:8]=[CH:9][C:4]=2[C:3]([N:10]2[CH2:15][CH2:14][NH:13][CH2:12][CH2:11]2)=[N:2]1.[Cl:16][CH2:17][CH2:18][C:19]1[CH:20]=[C:21]2[C:25](=[CH:26][CH:27]=1)[NH:24][C:23](=[O:28])[CH2:22]2.C(=O)([O-])[O-].[Na+].[Na+].[I-].[Na+], predict the reaction product. The product is: [ClH:16].[S:1]1[C:5]2[CH:6]=[CH:7][CH:8]=[CH:9][C:4]=2[C:3]([N:10]2[CH2:11][CH2:12][N:13]([CH2:17][CH2:18][C:19]3[CH:20]=[C:21]4[C:25](=[CH:26][CH:27]=3)[NH:24][C:23](=[O:28])[CH2:22]4)[CH2:14][CH2:15]2)=[N:2]1. (2) Given the reactants [Cl:1][C:2]1[CH:7]=[CH:6][C:5]2=[N:8][C:9]([C:11]3[CH:16]=[CH:15][C:14]([C:17]([F:20])([F:19])[F:18])=[C:13]([N+:21]([O-])=O)[CH:12]=3)=[CH:10][N:4]2[N:3]=1.CC(O)=O, predict the reaction product. The product is: [Cl:1][C:2]1[CH:7]=[CH:6][C:5]2=[N:8][C:9]([C:11]3[CH:16]=[CH:15][C:14]([C:17]([F:18])([F:19])[F:20])=[C:13]([CH:12]=3)[NH2:21])=[CH:10][N:4]2[N:3]=1. (3) The product is: [CH2:1]([O:3][C:4]([C:6]1([N:9]([CH:28]([CH3:30])[CH3:29])[S:10]([C:13]2[CH:14]=[C:15]([CH:25]=[CH:26][CH:27]=2)[C:16]([OH:18])=[O:17])(=[O:11])=[O:12])[CH2:7][CH2:8]1)=[O:5])[CH3:2]. Given the reactants [CH2:1]([O:3][C:4]([C:6]1([NH:9][S:10]([C:13]2[CH:14]=[C:15]([CH:25]=[CH:26][CH:27]=2)[C:16]([O:18]CC[Si](C)(C)C)=[O:17])(=[O:12])=[O:11])[CH2:8][CH2:7]1)=[O:5])[CH3:2].[CH:28](I)([CH3:30])[CH3:29].C(=O)([O-])[O-].[K+].[K+].CCCC[N+](CCCC)(CCCC)CCCC.[F-].Cl, predict the reaction product. (4) Given the reactants CC[O-].[Na+].[CH3:5][C:6]1[O:10][C:9]([CH:11]=O)=[CH:8][CH:7]=1.[C:13]([O:22]CC)(=[O:21])[CH2:14][CH2:15][C:16]([O:18][CH2:19][CH3:20])=[O:17], predict the reaction product. The product is: [CH2:19]([O:18][C:16]([C:15](=[CH:11][C:9]1[O:10][C:6]([CH3:5])=[CH:7][CH:8]=1)[CH2:14][C:13]([OH:22])=[O:21])=[O:17])[CH3:20]. (5) Given the reactants [NH2:1][C:2]1[CH:10]=[CH:9][CH:8]=[C:7]([CH3:11])[C:3]=1[C:4]([OH:6])=[O:5].[CH3:12][Si](C=[N+]=[N-])(C)C, predict the reaction product. The product is: [CH3:12][O:5][C:4](=[O:6])[C:3]1[C:7]([CH3:11])=[CH:8][CH:9]=[CH:10][C:2]=1[NH2:1]. (6) Given the reactants [CH3:1][C:2]1([CH3:22])[CH2:7][CH2:6][CH2:5][C@H:4]([CH3:8])[C@H:3]1/[CH:9]=[CH:10]/[C:11]([N:13]1[CH2:18][CH2:17][N:16]([C:19]([NH2:21])=[O:20])[CH2:15][CH2:14]1)=[O:12], predict the reaction product. The product is: [CH3:22][C:2]1([CH3:1])[CH2:7][CH2:6][CH2:5][C@H:4]([CH3:8])[C@H:3]1[CH2:9][CH2:10][C:11]([N:13]1[CH2:14][CH2:15][N:16]([C:19]([NH2:21])=[O:20])[CH2:17][CH2:18]1)=[O:12]. (7) Given the reactants [Br:1][CH2:2][CH2:3][CH2:4][O:5][C:6]1[CH:39]=[CH:38][C:9]([CH2:10][NH:11][C:12]2[CH:17]=[C:16]([O:18][CH2:19][C:20]([F:23])([F:22])[F:21])[N:15]=[C:14]([NH:24][C:25]3[CH:37]=[CH:36][C:28]([C:29]([O:31]C(C)(C)C)=[O:30])=[CH:27][CH:26]=3)[N:13]=2)=[CH:8][CH:7]=1.Cl, predict the reaction product. The product is: [Br:1][CH2:2][CH2:3][CH2:4][O:5][C:6]1[CH:7]=[CH:8][C:9]([CH2:10][NH:11][C:12]2[CH:17]=[C:16]([O:18][CH2:19][C:20]([F:23])([F:22])[F:21])[N:15]=[C:14]([NH:24][C:25]3[CH:26]=[CH:27][C:28]([C:29]([OH:31])=[O:30])=[CH:36][CH:37]=3)[N:13]=2)=[CH:38][CH:39]=1.